From a dataset of CYP2C9 inhibition data for predicting drug metabolism from PubChem BioAssay. Regression/Classification. Given a drug SMILES string, predict its absorption, distribution, metabolism, or excretion properties. Task type varies by dataset: regression for continuous measurements (e.g., permeability, clearance, half-life) or binary classification for categorical outcomes (e.g., BBB penetration, CYP inhibition). Dataset: cyp2c9_veith. (1) The drug is Cc1cc(C)c(C)c(S(=O)(=O)ON2C(=O)c3ccccc3C2=O)c1C. The result is 0 (non-inhibitor). (2) The molecule is c1ncc(-c2ccoc2)c(NC2CC2)n1. The result is 0 (non-inhibitor). (3) The molecule is CC(C)OC(=O)C[C@H](NC(=O)OC(C)(C)C)c1ccccc1. The result is 0 (non-inhibitor). (4) The compound is COc1ccc(NCc2c(O)ccc3ccccc23)cc1. The result is 0 (non-inhibitor). (5) The drug is Cc1ccc(S(=O)(=O)Nc2ccccc2C(=O)c2ccc(C)c(C)c2)cc1. The result is 0 (non-inhibitor). (6) The compound is COc1ccccc1-c1ccc2ncnc(N(C)C)c2c1. The result is 0 (non-inhibitor).